Predict which catalyst facilitates the given reaction. From a dataset of Catalyst prediction with 721,799 reactions and 888 catalyst types from USPTO. (1) Reactant: [H-].[Na+].CN(C=O)C.[Cl:8][C:9]1[CH:10]=[N:11][C:12]([N:15]2[CH2:20][CH2:19][CH:18]([C@@H:21]3[CH2:23][C@H:22]3[CH2:24][CH2:25][OH:26])[CH2:17][CH2:16]2)=[N:13][CH:14]=1.[Cl-].F[C:29]1[CH:34]=[CH:33][NH+:32]=[CH:31][CH:30]=1. Product: [Cl:8][C:9]1[CH:10]=[N:11][C:12]([N:15]2[CH2:20][CH2:19][CH:18]([C@@H:21]3[CH2:23][C@H:22]3[CH2:24][CH2:25][O:26][C:29]3[CH:34]=[CH:33][N:32]=[CH:31][CH:30]=3)[CH2:17][CH2:16]2)=[N:13][CH:14]=1. The catalyst class is: 13. (2) Reactant: C(=O)=O.CC(C)=O.[Br:8][C:9]1[CH:10]=[C:11]([C:15]2[CH:32]=[C:18]3[C:19]([OH:31])=[C:20]([C:24]([O:26][C:27]([CH3:30])([CH3:29])[CH3:28])=[O:25])[C:21]([CH3:23])=[CH:22][N:17]3[N:16]=2)[CH:12]=[CH:13][CH:14]=1.CCN(CC)CC.[S:40](O[S:40]([C:43]([F:46])([F:45])[F:44])(=[O:42])=[O:41])([C:43]([F:46])([F:45])[F:44])(=[O:42])=[O:41]. Product: [Br:8][C:9]1[CH:10]=[C:11]([C:15]2[CH:32]=[C:18]3[C:19]([O:31][S:40]([C:43]([F:46])([F:45])[F:44])(=[O:42])=[O:41])=[C:20]([C:24]([O:26][C:27]([CH3:29])([CH3:28])[CH3:30])=[O:25])[C:21]([CH3:23])=[CH:22][N:17]3[N:16]=2)[CH:12]=[CH:13][CH:14]=1. The catalyst class is: 2.